This data is from Reaction yield outcomes from USPTO patents with 853,638 reactions. The task is: Predict the reaction yield, written as a fraction of the theoretical maximum amount of product (1.0 means a 100% yield; for example, 0.34 means a 34% yield). (1) The reactants are [C:1]1(=[O:7])[O:6][C:4](=[O:5])[CH:3]=[CH:2]1.[OH-:8].[Na+].F[B-](F)(F)F.[Cl:15][C:16]1[CH:25]=[C:24]2[C:19]([CH:20]=[CH:21][CH:22]=[C:23]2[N+]#N)=[CH:18][CH:17]=1. The catalyst is CC(C)=O. The product is [Cl:15][C:16]1[CH:25]=[C:24]2[C:19]([CH:20]=[CH:21][CH:22]=[C:23]2[CH:2]([CH2:3][C:4]([OH:8])=[O:5])[C:1]([OH:6])=[O:7])=[CH:18][CH:17]=1. The yield is 0.830. (2) The reactants are C1(O)CCCC1.[H-].[Na+].[Cl:9][C:10]1[CH:11]=[CH:12][C:13]2[N:14]=[CH:15][N:16]=[C:17]([O:20][CH:21]3[CH2:26][CH2:25]O[CH2:23][CH2:22]3)[C:18]=2[N:19]=1. The product is [Cl:9][C:10]1[CH:11]=[CH:12][C:13]2[N:14]=[CH:15][N:16]=[C:17]([O:20][CH:21]3[CH2:26][CH2:25][CH2:23][CH2:22]3)[C:18]=2[N:19]=1. The yield is 0.320. The catalyst is CN(C=O)C.O. (3) The reactants are [CH2:1]1[CH:5]2[CH2:6][NH:7][CH2:8][CH:4]2[CH2:3][N:2]1[C:9]1[N:14]=[CH:13][C:12]([C:15]([O:17][CH2:18][CH3:19])=[O:16])=[CH:11][N:10]=1.[CH:20]1[C:29]2[C:24](=[CH:25][CH:26]=[CH:27][CH:28]=2)[CH:23]=[CH:22][C:21]=1[CH:30]=O.C(O[BH-](OC(=O)C)OC(=O)C)(=O)C.[Na+].C([O-])(O)=O.[Na+]. The catalyst is ClCCCl.C(Cl)Cl. The yield is 0.990. The product is [CH:20]1[C:29]2[C:24](=[CH:25][CH:26]=[CH:27][CH:28]=2)[CH:23]=[CH:22][C:21]=1[CH2:30][N:7]1[CH2:6][CH:5]2[CH2:1][N:2]([C:9]3[N:14]=[CH:13][C:12]([C:15]([O:17][CH2:18][CH3:19])=[O:16])=[CH:11][N:10]=3)[CH2:3][CH:4]2[CH2:8]1. (4) The reactants are [C:1]([C:3]1[CH:4]=[CH:5][CH:6]=[C:7]2[C:11]=1[N:10]([CH2:12][C:13]([OH:15])=[O:14])[CH:9]=[CH:8]2)#[N:2].[H][H]. The catalyst is CO.[Ni]. The product is [NH2:2][CH2:1][C:3]1[CH:4]=[CH:5][CH:6]=[C:7]2[C:11]=1[N:10]([CH2:12][C:13]([OH:15])=[O:14])[CH:9]=[CH:8]2. The yield is 0.960. (5) The reactants are O[C@@H:2]1[CH2:7][CH2:6][C@H:5]([CH2:8][C:9]#[N:10])[CH2:4][CH2:3]1.N1C=CN=C1.C1(P(C2C=CC=CC=2)C2C=CC=CC=2)C=CC=CC=1.[I:35]I. The catalyst is ClCCl. The product is [I:35][C@H:2]1[CH2:7][CH2:6][C@H:5]([CH2:8][C:9]#[N:10])[CH2:4][CH2:3]1. The yield is 0.220. (6) The reactants are [CH2:1]([O:3][C:4](=[O:36])[CH2:5][CH2:6][CH2:7][CH2:8][CH2:9][O:10][CH2:11][CH2:12][O:13][CH2:14][CH2:15][O:16][CH2:17][CH2:18][O:19][CH2:20][CH2:21][O:22][CH2:23][CH2:24][O:25][CH2:26][CH2:27][O:28]CC1C=CC=CC=1)[CH3:2]. The catalyst is C(O)C.[Pd]. The product is [CH2:1]([O:3][C:4](=[O:36])[CH2:5][CH2:6][CH2:7][CH2:8][CH2:9][O:10][CH2:11][CH2:12][O:13][CH2:14][CH2:15][O:16][CH2:17][CH2:18][O:19][CH2:20][CH2:21][O:22][CH2:23][CH2:24][O:25][CH2:26][CH2:27][OH:28])[CH3:2]. The yield is 0.790. (7) The reactants are [F:1][C:2]1[CH:3]=[C:4]([CH:8]2[CH2:12][CH2:11][CH2:10][N:9]2[C:13]2[CH:18]=[CH:17][N:16]3[N:19]=[CH:20][C:21](/[CH:22]=[CH:23]/[C:24]([OH:26])=O)=[C:15]3[N:14]=2)[CH:5]=[N:6][CH:7]=1.Cl.[CH3:28][NH:29][CH3:30].CCN(C(C)C)C(C)C.CN(C(ON1N=NC2C=CC=NC1=2)=[N+](C)C)C.F[P-](F)(F)(F)(F)F. The catalyst is CN(C=O)C.CCOC(C)=O. The product is [F:1][C:2]1[CH:3]=[C:4]([CH:8]2[CH2:12][CH2:11][CH2:10][N:9]2[C:13]2[CH:18]=[CH:17][N:16]3[N:19]=[CH:20][C:21](/[CH:22]=[CH:23]/[C:24]([N:29]([CH3:30])[CH3:28])=[O:26])=[C:15]3[N:14]=2)[CH:5]=[N:6][CH:7]=1. The yield is 0.720.